This data is from Full USPTO retrosynthesis dataset with 1.9M reactions from patents (1976-2016). The task is: Predict the reactants needed to synthesize the given product. (1) Given the product [Cl:9][C:6]1[CH:5]=[CH:4][N:3]=[C:2]([NH:11][NH2:12])[C:7]=1[I:8], predict the reactants needed to synthesize it. The reactants are: Cl[C:2]1[C:7]([I:8])=[C:6]([Cl:9])[CH:5]=[CH:4][N:3]=1.O.[NH2:11][NH2:12]. (2) The reactants are: [Cl:1][C:2]1[CH:8]=[C:7](I)[CH:6]=[CH:5][C:3]=1[NH2:4].[CH3:10][PH:11](=[O:13])[CH3:12].P([O-])([O-])([O-])=O.[K+].[K+].[K+]. Given the product [Cl:1][C:2]1[CH:8]=[C:7]([P:11]([CH3:12])([CH3:10])=[O:13])[CH:6]=[CH:5][C:3]=1[NH2:4], predict the reactants needed to synthesize it. (3) Given the product [C:29]([O:28][CH2:27][CH:22]([N:13]([S:10]([C:7]1[CH:6]=[CH:5][C:4]([O:3][CH2:1][CH3:2])=[CH:9][CH:8]=1)(=[O:11])=[O:12])[C:14]1[CH:19]=[CH:18][C:17]([CH3:20])=[CH:16][CH:15]=1)[C:23]([O:25][CH3:26])=[O:24])([CH3:32])([CH3:31])[CH3:30], predict the reactants needed to synthesize it. The reactants are: [CH2:1]([O:3][C:4]1[CH:9]=[CH:8][C:7]([S:10]([NH:13][C:14]2[CH:19]=[CH:18][C:17]([CH3:20])=[CH:16][CH:15]=2)(=[O:12])=[O:11])=[CH:6][CH:5]=1)[CH3:2].Br[CH:22]([CH2:27][O:28][C:29]([CH3:32])([CH3:31])[CH3:30])[C:23]([O:25][CH3:26])=[O:24].C(=O)([O-])[O-].[K+].[K+]. (4) Given the product [O:1]1[CH:5]=[CH:4][C:3]([C:6]2[O:10][N:9]=[C:8]([C:11]([OH:13])=[O:12])[N:7]=2)=[N:2]1, predict the reactants needed to synthesize it. The reactants are: [O:1]1[CH:5]=[CH:4][C:3]([C:6]2[O:10][N:9]=[C:8]([C:11]([O:13]CC)=[O:12])[N:7]=2)=[N:2]1.[OH-].[Na+]. (5) Given the product [C:14]([O:17][C:18](=[O:19])[NH:1][C@@H:2]([C:5]1[CH:10]=[CH:9][CH:8]=[C:7]([Cl:11])[C:6]=1[F:12])[CH2:3][OH:4])([CH3:16])([CH3:15])[CH3:13], predict the reactants needed to synthesize it. The reactants are: [NH2:1][C@@H:2]([C:5]1[CH:10]=[CH:9][CH:8]=[C:7]([Cl:11])[C:6]=1[F:12])[CH2:3][OH:4].[CH3:13][C:14]([O:17][C:18](O[C:18]([O:17][C:14]([CH3:16])([CH3:15])[CH3:13])=[O:19])=[O:19])([CH3:16])[CH3:15].C(=O)([O-])[O-].[Na+].[Na+].